This data is from Catalyst prediction with 721,799 reactions and 888 catalyst types from USPTO. The task is: Predict which catalyst facilitates the given reaction. (1) The catalyst class is: 4. Product: [OH:33][C@H:30]1[CH2:31][CH2:32][C@H:27]([N:26]2[CH2:2][CH2:3][C@:4]3([CH2:9][CH2:8][CH2:7][N:6]([C:10]([O:12][CH2:13][C:14]4[CH:15]=[CH:16][CH:17]=[CH:18][CH:19]=4)=[O:11])[CH2:5]3)[C:20]2=[O:22])[CH2:28][CH2:29]1. Reactant: O=[CH:2][CH2:3][C:4]1([C:20]([O:22]CC)=O)[CH2:9][CH2:8][CH2:7][N:6]([C:10]([O:12][CH2:13][C:14]2[CH:19]=[CH:18][CH:17]=[CH:16][CH:15]=2)=[O:11])[CH2:5]1.Cl.[NH2:26][C@H:27]1[CH2:32][CH2:31][C@H:30]([OH:33])[CH2:29][CH2:28]1.C(N(CC)CC)C.ClCCCl.C(O[BH-](OC(=O)C)OC(=O)C)(=O)C.[Na+]. (2) Reactant: [NH2:1][CH:2]1[N:8]=[C:7]([CH:9]([CH3:11])[CH3:10])[C:6]2[CH:12]=[CH:13][CH:14]=[CH:15][C:5]=2[NH:4][C:3]1=[O:16].[CH3:17][C:18]1[CH:19]=[C:20]([N:24]=[C:25]=[O:26])[CH:21]=[CH:22][CH:23]=1. Product: [CH:9]([C:7]1[C:6]2[CH:12]=[CH:13][CH:14]=[CH:15][C:5]=2[NH:4][C:3](=[O:16])[CH:2]([NH:1][C:25]([NH:24][C:20]2[CH:21]=[CH:22][CH:23]=[C:18]([CH3:17])[CH:19]=2)=[O:26])[N:8]=1)([CH3:11])[CH3:10]. The catalyst class is: 2. (3) Reactant: Cl.[Cl:2][C:3]1[CH:4]=[C:5]([C@@H:9]([OH:31])[CH2:10][NH:11][C@H:12]([CH2:29][OH:30])[CH2:13][C:14]2[CH:28]=[CH:27][C:17]([O:18][C:19]3[N:26]=[CH:25][CH:24]=[CH:23][C:20]=3[C:21]#[N:22])=[CH:16][CH:15]=2)[CH:6]=[CH:7][CH:8]=1.[C:32](O[C:32]([O:34][C:35]([CH3:38])([CH3:37])[CH3:36])=[O:33])([O:34][C:35]([CH3:38])([CH3:37])[CH3:36])=[O:33].C(N(CC)CC)C.O. Product: [C:35]([O:34][C:32](=[O:33])[N:11]([CH2:10][C@@H:9]([C:5]1[CH:6]=[CH:7][CH:8]=[C:3]([Cl:2])[CH:4]=1)[OH:31])[C@@H:12]([CH2:13][C:14]1[CH:15]=[CH:16][C:17]([O:18][C:19]2[C:20]([C:21]#[N:22])=[CH:23][CH:24]=[CH:25][N:26]=2)=[CH:27][CH:28]=1)[CH2:29][OH:30])([CH3:38])([CH3:37])[CH3:36]. The catalyst class is: 42. (4) Reactant: CCN(C(C)C)C(C)C.[OH:10][C:11]1[CH:12]=[CH:13][CH:14]=[C:15]2[C:20]=1[O:19][C:18](=[O:21])[C:17]([C:22]([OH:24])=O)=[CH:16]2.CN(C(ON1N=NC2C=CC=NC1=2)=[N+](C)C)C.F[P-](F)(F)(F)(F)F.[CH3:49][O:50][C:51]1[CH:56]=[CH:55][C:54]([O:57][CH3:58])=[CH:53][C:52]=1[C:59]1[CH:64]=[CH:63][CH:62]=[C:61]([NH2:65])[CH:60]=1. Product: [CH3:49][O:50][C:51]1[CH:56]=[CH:55][C:54]([O:57][CH3:58])=[CH:53][C:52]=1[C:59]1[CH:64]=[CH:63][CH:62]=[C:61]([NH:65][C:22]([C:17]2[C:18](=[O:21])[O:19][C:20]3[C:15]([CH:16]=2)=[CH:14][CH:13]=[CH:12][C:11]=3[OH:10])=[O:24])[CH:60]=1. The catalyst class is: 3. (5) Reactant: [C:1]([C:5]1[CH:15]=[CH:14][CH:13]=[CH:12][C:6]=1[O:7][CH:8]1[CH2:11][NH:10][CH2:9]1)([CH3:4])([CH3:3])[CH3:2].[CH2:16]([N:18]=[C:19]=[O:20])[CH3:17]. Product: [C:1]([C:5]1[CH:15]=[CH:14][CH:13]=[CH:12][C:6]=1[O:7][CH:8]1[CH2:9][N:10]([C:19]([NH:18][CH2:16][CH3:17])=[O:20])[CH2:11]1)([CH3:4])([CH3:2])[CH3:3]. The catalyst class is: 17. (6) Reactant: [P:1](Cl)(Cl)(=[O:13])[O:2][C:3]1[C:12]2[C:7](=[CH:8][CH:9]=[CH:10][CH:11]=2)[CH:6]=[CH:5][CH:4]=1.C1(C)C=CC(S(O)(=O)=O)=CC=1.[CH2:27]([O:32][C:33](=[O:37])[C@H:34]([CH3:36])[NH2:35])[C:28]([CH3:31])([CH3:30])[CH3:29].C(N(CC)CC)C.[F:45][C:46]1[C:51]([OH:52])=[C:50]([F:53])[C:49]([F:54])=[C:48]([F:55])[C:47]=1[F:56]. Product: [C:3]1([O:2][P:1]([NH:35][C@@H:34]([CH3:36])[C:33]([O:32][CH2:27][C:28]([CH3:31])([CH3:30])[CH3:29])=[O:37])([O:52][C:51]2[C:46]([F:45])=[C:47]([F:56])[C:48]([F:55])=[C:49]([F:54])[C:50]=2[F:53])=[O:13])[C:12]2[C:7](=[CH:8][CH:9]=[CH:10][CH:11]=2)[CH:6]=[CH:5][CH:4]=1. The catalyst class is: 4.